This data is from Reaction yield outcomes from USPTO patents with 853,638 reactions. The task is: Predict the reaction yield, written as a fraction of the theoretical maximum amount of product (1.0 means a 100% yield; for example, 0.34 means a 34% yield). (1) The yield is 0.760. The catalyst is C(#N)C.C(O)(=O)C. The product is [CH2:30]([N:37]([CH2:28][C:17]1[C:16]([Cl:15])=[N:21][C:20]([N:22]2[CH2:26][CH2:25][CH2:24][CH:23]2[CH3:27])=[CH:19][N:18]=1)[CH2:38][CH2:39][OH:40])[C:31]1[CH:36]=[CH:35][CH:34]=[CH:33][CH:32]=1. The reactants are C(O[BH-](OC(=O)C)OC(=O)C)(=O)C.[Na+].[Cl:15][C:16]1[C:17]([CH:28]=O)=[N:18][CH:19]=[C:20]([N:22]2[CH2:26][CH2:25][CH2:24][CH:23]2[CH3:27])[N:21]=1.[CH2:30]([NH:37][CH2:38][CH2:39][OH:40])[C:31]1[CH:36]=[CH:35][CH:34]=[CH:33][CH:32]=1.C(=O)([O-])O.[Na+]. (2) The reactants are [Si:1]([O:8][C@H:9]([C:25]1[CH:34]=[CH:33][C:32]([OH:35])=[C:31]2[C:26]=1[CH:27]=[CH:28][C:29](=[O:36])[NH:30]2)[CH2:10][NH:11][C@@H:12]([CH3:24])[CH2:13][C:14]1[CH:15]=[C:16]([CH2:20][C:21](O)=[O:22])[CH:17]=[CH:18][CH:19]=1)([C:4]([CH3:7])([CH3:6])[CH3:5])([CH3:3])[CH3:2].[O-]S(C(F)(F)F)(=O)=O.C(N(CC)C(C)C)(C)C.[NH2:54][CH2:55][CH2:56][CH2:57][N:58]([CH3:85])[C:59]([CH2:61][CH2:62][N:63]1[CH2:68][CH2:67][CH:66]([O:69][C:70](=[O:84])[NH:71][C:72]2[CH:77]=[CH:76][CH:75]=[CH:74][C:73]=2[C:78]2[CH:83]=[CH:82][CH:81]=[CH:80][CH:79]=2)[CH2:65][CH2:64]1)=[O:60]. The catalyst is CN(C=O)C. The product is [Si:1]([O:8][C@H:9]([C:25]1[CH:34]=[CH:33][C:32]([OH:35])=[C:31]2[C:26]=1[CH:27]=[CH:28][C:29](=[O:36])[NH:30]2)[CH2:10][NH:11][C@@H:12]([CH3:24])[CH2:13][C:14]1[CH:15]=[C:16]([CH2:20][C:21]([NH:54][CH2:55][CH2:56][CH2:57][N:58]([CH3:85])[C:59]([CH2:61][CH2:62][N:63]2[CH2:64][CH2:65][CH:66]([O:69][C:70](=[O:84])[NH:71][C:72]3[CH:77]=[CH:76][CH:75]=[CH:74][C:73]=3[C:78]3[CH:79]=[CH:80][CH:81]=[CH:82][CH:83]=3)[CH2:67][CH2:68]2)=[O:60])=[O:22])[CH:17]=[CH:18][CH:19]=1)([C:4]([CH3:7])([CH3:5])[CH3:6])([CH3:3])[CH3:2]. The yield is 0.240. (3) The reactants are [F:1][C:2]1[CH:7]=[CH:6][CH:5]=[CH:4][C:3]=1[CH2:8][O:9][C:10]1[CH:15]=[CH:14][C:13]([C@@H:16]2[NH:20][C@:19]([CH2:25][O:26][CH3:27])([C:21]([NH:23][CH3:24])=[O:22])[CH2:18][CH2:17]2)=[CH:12][CH:11]=1.[ClH:28]. The catalyst is C(OCC)C. The product is [ClH:28].[F:1][C:2]1[CH:7]=[CH:6][CH:5]=[CH:4][C:3]=1[CH2:8][O:9][C:10]1[CH:15]=[CH:14][C:13]([C@@H:16]2[NH:20][C@:19]([CH2:25][O:26][CH3:27])([C:21]([NH:23][CH3:24])=[O:22])[CH2:18][CH2:17]2)=[CH:12][CH:11]=1. The yield is 0.950. (4) The product is [CH2:21]([NH:1][C:2]1[CH:3]=[C:4]2[C:8](=[CH:9][CH:10]=1)[C:7](=[C:11]1[C:19]3[C:14](=[CH:15][CH:16]=[CH:17][CH:18]=3)[NH:13][C:12]1=[O:20])[O:6][CH2:5]2)[CH3:22]. No catalyst specified. The yield is 0.250. The reactants are [NH2:1][C:2]1[CH:3]=[C:4]2[C:8](=[CH:9][CH:10]=1)[C:7](=[C:11]1[C:19]3[C:14](=[CH:15][CH:16]=[CH:17][CH:18]=3)[NH:13][C:12]1=[O:20])[O:6][CH2:5]2.[CH:21](=O)[CH3:22].C(O[BH-](OC(=O)C)OC(=O)C)(=O)C.[Na+]. (5) The reactants are [C:1]1([S:7]([N:10]2[C:14]3=[N:15][CH:16]=[C:17]([F:19])[CH:18]=[C:13]3[CH:12]=[C:11]2[C:20](OS(C2C=CC(C)=CC=2)(=O)=O)=[CH:21][CH:22]2[CH2:27][CH2:26][O:25][CH2:24][CH2:23]2)(=[O:9])=[O:8])[CH:6]=[CH:5][CH:4]=[CH:3][CH:2]=1.[CH3:39][S:40]([C:43]1[CH:48]=[CH:47][C:46](B(O)O)=[CH:45][CH:44]=1)(=[O:42])=[O:41].C(=O)([O-])[O-].[Na+].[Na+]. The catalyst is O1CCOCC1.C(OCC)(=O)C.Cl[Pd](Cl)([P](C1C=CC=CC=1)(C1C=CC=CC=1)C1C=CC=CC=1)[P](C1C=CC=CC=1)(C1C=CC=CC=1)C1C=CC=CC=1. The product is [C:1]1([S:7]([N:10]2[C:14]3=[N:15][CH:16]=[C:17]([F:19])[CH:18]=[C:13]3[CH:12]=[C:11]2[C:20]([C:46]2[CH:47]=[CH:48][C:43]([S:40]([CH3:39])(=[O:42])=[O:41])=[CH:44][CH:45]=2)=[CH:21][CH:22]2[CH2:27][CH2:26][O:25][CH2:24][CH2:23]2)(=[O:9])=[O:8])[CH:2]=[CH:3][CH:4]=[CH:5][CH:6]=1. The yield is 0.830. (6) The reactants are [Br:1][C:2]1[CH:3]=[C:4]([O:12][C:13]2[CH:18]=[CH:17][C:16]([F:19])=[CH:15][CH:14]=2)[C:5]([NH:8][C:9]([NH2:11])=[S:10])=[N:6][CH:7]=1.Cl[CH2:21][C:22]([C@@H:24]1[CH2:28][O:27]C(C)(C)[O:25]1)=O.O. The catalyst is C(O)C. The product is [Br:1][C:2]1[CH:3]=[C:4]([O:12][C:13]2[CH:18]=[CH:17][C:16]([F:19])=[CH:15][CH:14]=2)[C:5]([NH:8][C:9]2[S:10][CH:21]=[C:22]([C@@H:24]([OH:25])[CH2:28][OH:27])[N:11]=2)=[N:6][CH:7]=1. The yield is 0.0700. (7) The reactants are [NH:1]1[C:5]2[CH:6]=[CH:7][C:8]([C:10]([OH:12])=O)=[CH:9][C:4]=2[N:3]=[CH:2]1.[NH:13]1[CH2:18][CH2:17][CH2:16][C@@H:15]2[C:19]3[CH:20]=[CH:21][CH:22]=[CH:23][C:24]=3[CH2:25][C@H:14]12. No catalyst specified. The product is [NH:1]1[C:5]2[CH:6]=[CH:7][C:8]([C:10]([N:13]3[CH2:18][CH2:17][CH2:16][C@@H:15]4[C:19]5[CH:20]=[CH:21][CH:22]=[CH:23][C:24]=5[CH2:25][C@H:14]34)=[O:12])=[CH:9][C:4]=2[N:3]=[CH:2]1. The yield is 0.600. (8) The reactants are [OH:1][C:2]([CH3:35])([CH3:34])[CH2:3][C@@:4]1([C:28]2[CH:33]=[CH:32][CH:31]=[CH:30][CH:29]=2)[O:9][C:8](=[O:10])[N:7]([C@H:11]([C:13]2[CH:18]=[CH:17][C:16](B3OC(C)(C)C(C)(C)O3)=[CH:15][CH:14]=2)[CH3:12])[CH2:6][CH2:5]1.Br[C:37]1[CH:38]=[CH:39][C:40](=[O:46])[N:41]([CH2:43][CH2:44][F:45])[CH:42]=1.C([O-])([O-])=O.[Cs+].[Cs+].CCOC(C)=O. The catalyst is O1CCOCC1.Cl[Pd](Cl)([P](C1C=CC=CC=1)(C1C=CC=CC=1)C1C=CC=CC=1)[P](C1C=CC=CC=1)(C1C=CC=CC=1)C1C=CC=CC=1.O. The product is [F:45][CH2:44][CH2:43][N:41]1[C:40](=[O:46])[CH:39]=[CH:38][C:37]([C:16]2[CH:15]=[CH:14][C:13]([C@@H:11]([N:7]3[CH2:6][CH2:5][C@:4]([CH2:3][C:2]([OH:1])([CH3:34])[CH3:35])([C:28]4[CH:33]=[CH:32][CH:31]=[CH:30][CH:29]=4)[O:9][C:8]3=[O:10])[CH3:12])=[CH:18][CH:17]=2)=[CH:42]1. The yield is 0.200.